From a dataset of NCI-60 drug combinations with 297,098 pairs across 59 cell lines. Regression. Given two drug SMILES strings and cell line genomic features, predict the synergy score measuring deviation from expected non-interaction effect. (1) Drug 1: CN1C(=O)N2C=NC(=C2N=N1)C(=O)N. Drug 2: C(CC(=O)O)C(=O)CN.Cl. Cell line: SF-295. Synergy scores: CSS=3.61, Synergy_ZIP=-3.72, Synergy_Bliss=-4.24, Synergy_Loewe=-5.95, Synergy_HSA=-5.95. (2) Drug 1: CC1=C(C(CCC1)(C)C)C=CC(=CC=CC(=CC(=O)O)C)C. Synergy scores: CSS=37.6, Synergy_ZIP=1.68, Synergy_Bliss=1.01, Synergy_Loewe=-7.30, Synergy_HSA=1.87. Cell line: HCT116. Drug 2: CC1=C(N=C(N=C1N)C(CC(=O)N)NCC(C(=O)N)N)C(=O)NC(C(C2=CN=CN2)OC3C(C(C(C(O3)CO)O)O)OC4C(C(C(C(O4)CO)O)OC(=O)N)O)C(=O)NC(C)C(C(C)C(=O)NC(C(C)O)C(=O)NCCC5=NC(=CS5)C6=NC(=CS6)C(=O)NCCC[S+](C)C)O. (3) Drug 1: CC(C1=C(C=CC(=C1Cl)F)Cl)OC2=C(N=CC(=C2)C3=CN(N=C3)C4CCNCC4)N. Drug 2: CC1C(C(=O)NC(C(=O)N2CCCC2C(=O)N(CC(=O)N(C(C(=O)O1)C(C)C)C)C)C(C)C)NC(=O)C3=C4C(=C(C=C3)C)OC5=C(C(=O)C(=C(C5=N4)C(=O)NC6C(OC(=O)C(N(C(=O)CN(C(=O)C7CCCN7C(=O)C(NC6=O)C(C)C)C)C)C(C)C)C)N)C. Cell line: IGROV1. Synergy scores: CSS=29.7, Synergy_ZIP=6.96, Synergy_Bliss=12.4, Synergy_Loewe=10.9, Synergy_HSA=11.0. (4) Drug 1: CCCS(=O)(=O)NC1=C(C(=C(C=C1)F)C(=O)C2=CNC3=C2C=C(C=N3)C4=CC=C(C=C4)Cl)F. Drug 2: CC1=C(C=C(C=C1)C(=O)NC2=CC(=CC(=C2)C(F)(F)F)N3C=C(N=C3)C)NC4=NC=CC(=N4)C5=CN=CC=C5. Cell line: MALME-3M. Synergy scores: CSS=58.9, Synergy_ZIP=8.94, Synergy_Bliss=8.06, Synergy_Loewe=-4.71, Synergy_HSA=7.10. (5) Drug 1: CN(CCCl)CCCl.Cl. Drug 2: CCN(CC)CCCC(C)NC1=C2C=C(C=CC2=NC3=C1C=CC(=C3)Cl)OC. Cell line: HS 578T. Synergy scores: CSS=7.97, Synergy_ZIP=-2.76, Synergy_Bliss=-3.59, Synergy_Loewe=-3.99, Synergy_HSA=-3.56. (6) Drug 1: CC1=C2C(C(=O)C3(C(CC4C(C3C(C(C2(C)C)(CC1OC(=O)C(C(C5=CC=CC=C5)NC(=O)C6=CC=CC=C6)O)O)OC(=O)C7=CC=CC=C7)(CO4)OC(=O)C)O)C)OC(=O)C. Drug 2: CCN(CC)CCNC(=O)C1=C(NC(=C1C)C=C2C3=C(C=CC(=C3)F)NC2=O)C. Cell line: 786-0. Synergy scores: CSS=28.8, Synergy_ZIP=3.85, Synergy_Bliss=1.40, Synergy_Loewe=1.06, Synergy_HSA=4.00. (7) Drug 1: CC1C(C(=O)NC(C(=O)N2CCCC2C(=O)N(CC(=O)N(C(C(=O)O1)C(C)C)C)C)C(C)C)NC(=O)C3=C4C(=C(C=C3)C)OC5=C(C(=O)C(=C(C5=N4)C(=O)NC6C(OC(=O)C(N(C(=O)CN(C(=O)C7CCCN7C(=O)C(NC6=O)C(C)C)C)C)C(C)C)C)N)C. Drug 2: CCC1(CC2CC(C3=C(CCN(C2)C1)C4=CC=CC=C4N3)(C5=C(C=C6C(=C5)C78CCN9C7C(C=CC9)(C(C(C8N6C)(C(=O)OC)O)OC(=O)C)CC)OC)C(=O)OC)O.OS(=O)(=O)O. Cell line: M14. Synergy scores: CSS=10.0, Synergy_ZIP=-1.22, Synergy_Bliss=-1.75, Synergy_Loewe=-1.90, Synergy_HSA=-2.37.